Dataset: Forward reaction prediction with 1.9M reactions from USPTO patents (1976-2016). Task: Predict the product of the given reaction. The product is: [CH2:26]([O:33][CH2:34][C:10]1([C:13]([OH:15])=[O:14])[CH2:11][CH2:12][N:7]([C:4]2[CH:5]=[CH:6][N:1]=[CH:2][CH:3]=2)[CH2:8][CH2:9]1)[C:27]1[CH:32]=[CH:31][CH:30]=[CH:29][CH:28]=1. Given the reactants [N:1]1[CH:6]=[CH:5][C:4]([N:7]2[CH2:12][CH2:11][CH:10]([C:13]([O:15]CC)=[O:14])[CH2:9][CH2:8]2)=[CH:3][CH:2]=1.C([N-]C(C)C)(C)C.[Li+].[CH2:26]([O:33][CH2:34]Cl)[C:27]1[CH:32]=[CH:31][CH:30]=[CH:29][CH:28]=1.C(O)C, predict the reaction product.